Dataset: NCI-60 drug combinations with 297,098 pairs across 59 cell lines. Task: Regression. Given two drug SMILES strings and cell line genomic features, predict the synergy score measuring deviation from expected non-interaction effect. (1) Drug 1: C1CCC(C1)C(CC#N)N2C=C(C=N2)C3=C4C=CNC4=NC=N3. Drug 2: C1=CC=C(C=C1)NC(=O)CCCCCCC(=O)NO. Cell line: NCI-H226. Synergy scores: CSS=7.55, Synergy_ZIP=-1.72, Synergy_Bliss=3.04, Synergy_Loewe=1.84, Synergy_HSA=2.30. (2) Drug 1: CC1C(C(CC(O1)OC2CC(OC(C2O)C)OC3=CC4=CC5=C(C(=O)C(C(C5)C(C(=O)C(C(C)O)O)OC)OC6CC(C(C(O6)C)O)OC7CC(C(C(O7)C)O)OC8CC(C(C(O8)C)O)(C)O)C(=C4C(=C3C)O)O)O)O. Cell line: SK-MEL-28. Drug 2: CS(=O)(=O)OCCCCOS(=O)(=O)C. Synergy scores: CSS=20.3, Synergy_ZIP=0.848, Synergy_Bliss=1.57, Synergy_Loewe=-32.6, Synergy_HSA=-1.01. (3) Drug 1: CC12CCC3C(C1CCC2O)C(CC4=C3C=CC(=C4)O)CCCCCCCCCS(=O)CCCC(C(F)(F)F)(F)F. Drug 2: CS(=O)(=O)OCCCCOS(=O)(=O)C. Cell line: HCT116. Synergy scores: CSS=22.3, Synergy_ZIP=-4.01, Synergy_Bliss=-2.51, Synergy_Loewe=-12.9, Synergy_HSA=0.140. (4) Drug 1: CS(=O)(=O)C1=CC(=C(C=C1)C(=O)NC2=CC(=C(C=C2)Cl)C3=CC=CC=N3)Cl. Drug 2: CS(=O)(=O)OCCCCOS(=O)(=O)C. Cell line: OVCAR-8. Synergy scores: CSS=6.42, Synergy_ZIP=-4.26, Synergy_Bliss=-3.39, Synergy_Loewe=-4.43, Synergy_HSA=-2.35.